The task is: Predict the product of the given reaction.. This data is from Forward reaction prediction with 1.9M reactions from USPTO patents (1976-2016). (1) Given the reactants Cl.[F:2][C:3]1([F:14])[CH2:7][NH:6][C@H:5]([CH2:8][CH:9]([CH3:13])[C:10]([OH:12])=[O:11])[CH2:4]1.[Br:15][C:16]1[CH:21]=[C:20]([F:22])[CH:19]=[CH:18][C:17]=1[C@H:23]1[C:28]([C:29]([O:31][CH2:32][CH3:33])=[O:30])=[C:27]([CH2:34]Br)[NH:26][C:25]([C:36]2[S:37][CH:38]=[CH:39][N:40]=2)=[N:24]1.C([O-])([O-])=O.[K+].[K+], predict the reaction product. The product is: [Br:15][C:16]1[CH:21]=[C:20]([F:22])[CH:19]=[CH:18][C:17]=1[C@@H:23]1[N:24]=[C:25]([C:36]2[S:37][CH:38]=[CH:39][N:40]=2)[NH:26][C:27]([CH2:34][N:6]2[CH2:7][C:3]([F:2])([F:14])[CH2:4][CH:5]2[CH2:8][CH:9]([CH3:13])[C:10]([OH:12])=[O:11])=[C:28]1[C:29]([O:31][CH2:32][CH3:33])=[O:30]. (2) Given the reactants [I:1][C:2]1[CH:3]=[CH:4][C:5]([O:10][C:11]2[CH:16]=[CH:15][C:14]([O:17][CH3:18])=[CH:13][CH:12]=2)=[C:6]([CH:9]=1)[CH:7]=O.[CH3:19][Si:20]([CH3:27])([CH3:26])N[Si:20]([CH3:27])([CH3:26])[CH3:19].C([Li])CCC.C[Si](Cl)(C)C.[CH2:38]([N:40](CC)CC)[CH3:39].C(Cl)(=[O:47])C, predict the reaction product. The product is: [I:1][C:2]1[CH:3]=[CH:4][C:5]([O:10][C:11]2[CH:16]=[CH:15][C:14]([O:17][CH3:18])=[CH:13][CH:12]=2)=[C:6]([CH:7]=[N:40][C:38]([O:47][Si:20]([CH3:27])([CH3:26])[CH3:19])=[CH2:39])[CH:9]=1. (3) Given the reactants [NH2:1][C:2]1[C:7]([CH:8]=[O:9])=[C:6](Cl)[N:5]=[C:4]([S:11][CH3:12])[N:3]=1.[F:13][C:14]1[CH:19]=[CH:18][CH:17]=[CH:16][C:15]=1B(O)O, predict the reaction product. The product is: [NH2:1][C:2]1[C:7]([CH:8]=[O:9])=[C:6]([C:15]2[CH:16]=[CH:17][CH:18]=[CH:19][C:14]=2[F:13])[N:5]=[C:4]([S:11][CH3:12])[N:3]=1. (4) Given the reactants [Cl:1][C:2]1[CH:7]=[C:6]([N+:8]([O-])=O)[CH:5]=[C:4]([Cl:11])[C:3]=1[S:12][C:13]1[CH:18]=[CH:17][CH:16]=[CH:15][CH:14]=1.[Cl-].[NH4+].CO, predict the reaction product. The product is: [Cl:1][C:2]1[CH:7]=[C:6]([CH:5]=[C:4]([Cl:11])[C:3]=1[S:12][C:13]1[CH:18]=[CH:17][CH:16]=[CH:15][CH:14]=1)[NH2:8].